This data is from Full USPTO retrosynthesis dataset with 1.9M reactions from patents (1976-2016). The task is: Predict the reactants needed to synthesize the given product. (1) Given the product [OH:8][C:9]1[CH:10]=[CH:11][C:12]([C:15]2[N:19]([C:20]3[CH:25]=[CH:24][CH:23]=[CH:22][N:21]=3)[N:18]=[C:17]([C:26]([O:28][CH2:29][CH3:30])=[O:27])[CH:16]=2)=[N:13][CH:14]=1, predict the reactants needed to synthesize it. The reactants are: C([O:8][C:9]1[CH:10]=[CH:11][C:12]([C:15]2[N:19]([C:20]3[CH:25]=[CH:24][CH:23]=[CH:22][N:21]=3)[N:18]=[C:17]([C:26]([O:28][CH2:29][CH3:30])=[O:27])[CH:16]=2)=[N:13][CH:14]=1)C1C=CC=CC=1. (2) Given the product [C:4]([Si:1]([CH3:3])([CH3:2])[O:8][CH2:9][CH:10]1[CH2:19][CH2:18][C:17]2[C:12](=[CH:13][CH:14]=[CH:15][CH:16]=2)[N:11]1[C:20]([O:22][C:23]([CH3:26])([CH3:25])[CH3:24])=[O:21])([CH3:7])([CH3:6])[CH3:5], predict the reactants needed to synthesize it. The reactants are: [Si:1]([O:8][CH2:9][CH:10]1[CH2:19][CH2:18][C:17]2[C:12](=[CH:13][CH:14]=[CH:15][CH:16]=2)[NH:11]1)([C:4]([CH3:7])([CH3:6])[CH3:5])([CH3:3])[CH3:2].[C:20](O[C:20]([O:22][C:23]([CH3:26])([CH3:25])[CH3:24])=[O:21])([O:22][C:23]([CH3:26])([CH3:25])[CH3:24])=[O:21]. (3) Given the product [C:11]1([CH3:17])[CH:16]=[CH:15][CH:14]=[CH:13][CH:12]=1.[W:1]=[O:2], predict the reactants needed to synthesize it. The reactants are: [W:1]=[O:2].C(OC=C)(=O)C.C=C.[C:11]1([CH3:17])[CH:16]=[CH:15][CH:14]=[CH:13][CH:12]=1.